Dataset: Full USPTO retrosynthesis dataset with 1.9M reactions from patents (1976-2016). Task: Predict the reactants needed to synthesize the given product. (1) Given the product [F:21][C:17]1[CH:16]=[CH:15][C:14]([C:22]2[CH:27]=[C:26]([CH:28]([CH3:29])[C:30]([O:32][CH2:33][CH3:34])=[O:31])[CH:25]=[CH:24][C:23]=2[O:35][CH3:36])=[C:13]2[C:18]=1[CH2:19][CH2:20][NH:11][CH2:12]2, predict the reactants needed to synthesize it. The reactants are: C(OC([N:11]1[CH2:20][CH2:19][C:18]2[C:13](=[C:14]([C:22]3[CH:27]=[C:26]([CH:28]([C:30]([O:32][CH2:33][CH3:34])=[O:31])[CH3:29])[CH:25]=[CH:24][C:23]=3[O:35][CH3:36])[CH:15]=[CH:16][C:17]=2[F:21])[CH2:12]1)=O)C1C=CC=CC=1. (2) The reactants are: Cl[C:2]1[C:11]2[C:6](=[CH:7][C:8]([O:17][CH3:18])=[C:9]([O:12][CH2:13][CH2:14][O:15][CH3:16])[CH:10]=2)[N:5]=[C:4]([C:19]2[CH:24]=[CH:23][CH:22]=[C:21]([N+:25]([O-:27])=[O:26])[CH:20]=2)[N:3]=1.[NH2:28][C:29]1[CH:30]=[C:31]2[C:35](=[CH:36][CH:37]=1)[N:34]([C:38]([O-:40])=[O:39])[N:33]=[CH:32]2. Given the product [CH3:18][O:17][C:8]1[CH:7]=[C:6]2[C:11]([C:2]([NH:28][C:29]3[CH:30]=[C:31]4[C:35](=[CH:36][CH:37]=3)[N:34]([C:38]([O:40][CH2:11][CH2:6][CH2:7][CH3:8])=[O:39])[N:33]=[CH:32]4)=[N:3][C:4]([C:19]3[CH:24]=[CH:23][CH:22]=[C:21]([N+:25]([O-:27])=[O:26])[CH:20]=3)=[N:5]2)=[CH:10][C:9]=1[O:12][CH2:13][CH2:14][O:15][CH3:16], predict the reactants needed to synthesize it.